From a dataset of Catalyst prediction with 721,799 reactions and 888 catalyst types from USPTO. Predict which catalyst facilitates the given reaction. (1) Reactant: [NH2:1][C@@H:2]1[CH2:7][CH2:6][CH2:5][CH2:4][C@H:3]1[NH2:8].C(OCC)(=O)C.[CH2:15]([O:22][C:23]([N:25]1[CH2:29][C:28](O)=[CH:27][C:26]1=[O:31])=[O:24])[C:16]1[CH:21]=[CH:20][CH:19]=[CH:18][CH:17]=1.[ClH:32]. Product: [ClH:32].[CH2:15]([O:22][C:23]([N:25]1[CH2:29][C:28]([NH:1][C@@H:2]2[CH2:7][CH2:6][CH2:5][CH2:4][C@H:3]2[NH2:8])=[CH:27][C:26]1=[O:31])=[O:24])[C:16]1[CH:17]=[CH:18][CH:19]=[CH:20][CH:21]=1. The catalyst class is: 8. (2) Reactant: [O:1]1[CH2:7][CH:6]([N:8]2[C:12]([C:13]3[CH:18]=[CH:17][C:16]([C:19]4[C:20]([O:27][CH3:28])=[N:21][C:22]([CH3:26])=[CH:23][C:24]=4[CH3:25])=[CH:15][C:14]=3[N+:29]([O-])=O)=[C:11]([C:32](OCC)=[O:33])[CH:10]=[N:9]2)[CH2:5][O:4][CH2:3][CH2:2]1.O.C(OCC)(=O)C. Product: [O:1]1[CH2:7][CH:6]([N:8]2[C:12]3[C:13]4[CH:18]=[CH:17][C:16]([C:19]5[C:20]([O:27][CH3:28])=[N:21][C:22]([CH3:26])=[CH:23][C:24]=5[CH3:25])=[CH:15][C:14]=4[NH:29][C:32](=[O:33])[C:11]=3[CH:10]=[N:9]2)[CH2:5][O:4][CH2:3][CH2:2]1. The catalyst class is: 180. (3) Reactant: [Br:1][C:2]1[C:3]([S:19][CH:20]([CH3:24])[C:21](=[O:23])[CH3:22])=[N:4][C:5]([NH:8][C:9]2[CH:10]=[CH:11][C:12]([S:15]([NH2:18])(=[O:17])=[O:16])=[N:13][CH:14]=2)=[N:6][CH:7]=1.[CH3:25][Mg]Br. Product: [Br:1][C:2]1[C:3]([S:19][CH:20]([CH3:24])[C:21]([OH:23])([CH3:25])[CH3:22])=[N:4][C:5]([NH:8][C:9]2[CH:10]=[CH:11][C:12]([S:15]([NH2:18])(=[O:17])=[O:16])=[N:13][CH:14]=2)=[N:6][CH:7]=1. The catalyst class is: 7. (4) Reactant: [H-].[Na+].[C:3]1([CH:9]([CH3:14])[CH2:10][C:11](=[O:13])[CH3:12])[CH:8]=[CH:7][CH:6]=[CH:5][CH:4]=1.[CH2:15]([O:17][C:18](=[O:24])[C:19](OCC)=[O:20])[CH3:16].CC[O-].[Na+]. Product: [CH2:15]([O:17][C:18](=[O:24])[C:19](=[O:20])[CH2:12][C:11](=[O:13])[CH2:10][CH:9]([C:3]1[CH:8]=[CH:7][CH:6]=[CH:5][CH:4]=1)[CH3:14])[CH3:16]. The catalyst class is: 14. (5) Product: [C:10]([C:9]1[CH:12]=[C:13]([CH3:14])[C:6]([O:5][CH2:4][C@@H:3]([OH:17])[CH2:2][NH:1][C:19](=[O:20])[CH2:18][OH:21])=[C:7]([CH2:15][CH3:16])[CH:8]=1)#[N:11]. The catalyst class is: 250. Reactant: [NH2:1][CH2:2][C@H:3]([OH:17])[CH2:4][O:5][C:6]1[C:13]([CH3:14])=[CH:12][C:9]([C:10]#[N:11])=[CH:8][C:7]=1[CH2:15][CH3:16].[C:18](O)(=[O:21])[CH2:19][OH:20].C1C=CC2N(O)N=NC=2C=1.CCN=C=NCCCN(C)C.Cl. (6) Reactant: [CH3:1][N:2]1[CH2:15][CH2:14][C:5]2[NH:6][C:7]3[CH:8]=[CH:9][C:10]([CH3:13])=[CH:11][C:12]=3[C:4]=2[CH2:3]1.Br[C:17]1[CH:18]=[C:19]2[C:24](=[CH:25][CH:26]=1)[N:23]=[CH:22][CH:21]=[CH:20]2.[O-]P([O-])([O-])=O.[K+].[K+].[K+].N1CCC[C@H]1C(O)=O. Product: [CH3:1][N:2]1[CH2:15][CH2:14][C:5]2[N:6]([C:17]3[CH:18]=[C:19]4[C:24](=[CH:25][CH:26]=3)[N:23]=[CH:22][CH:21]=[CH:20]4)[C:7]3[CH:8]=[CH:9][C:10]([CH3:13])=[CH:11][C:12]=3[C:4]=2[CH2:3]1. The catalyst class is: 580. (7) Reactant: Cl[C:2]1[C:7]2[CH:8]=[C:9]([CH2:11][N:12]3[CH2:16][CH2:15][C@H:14]([NH:17][S:18]([C:21]4[S:25][C:24]5[CH:26]=[C:27]([Cl:30])[CH:28]=[CH:29][C:23]=5[CH:22]=4)(=[O:20])=[O:19])[C:13]3=[O:31])[NH:10][C:6]=2[CH:5]=[CH:4][N:3]=1. Product: [O:31]=[C:13]1[C@@H:14]([NH:17][S:18]([C:21]2[S:25][C:24]3[CH:26]=[C:27]([Cl:30])[CH:28]=[CH:29][C:23]=3[CH:22]=2)(=[O:19])=[O:20])[CH2:15][CH2:16][N:12]1[CH2:11][C:9]1[NH:10][C:6]2[CH:5]=[CH:4][N:3]=[CH:2][C:7]=2[CH:8]=1. The catalyst class is: 63. (8) Product: [Cl:12][C:6]1[CH:7]=[C:8]([O:11][C:14]2[C:23]3[C:18](=[CH:19][C:20]([O:26][CH3:27])=[C:21]([O:24][CH3:25])[CH:22]=3)[N:17]=[CH:16][N:15]=2)[CH:9]=[CH:10][C:5]=1[NH2:4]. The catalyst class is: 374. Reactant: [H-].[Na+].Cl.[NH2:4][C:5]1[CH:10]=[CH:9][C:8]([OH:11])=[CH:7][C:6]=1[Cl:12].Cl[C:14]1[C:23]2[C:18](=[CH:19][C:20]([O:26][CH3:27])=[C:21]([O:24][CH3:25])[CH:22]=2)[N:17]=[CH:16][N:15]=1.ClC1N=CC2C(=CC=CC=2)N=1.